Task: Predict the product of the given reaction.. Dataset: Forward reaction prediction with 1.9M reactions from USPTO patents (1976-2016) (1) Given the reactants [Cl:1][C:2]1[CH:3]=[C:4]([CH:14]=[CH:15][C:16]=1[Cl:17])[CH2:5][N:6]1[CH2:11][CH2:10][O:9][CH:8]([CH2:12][NH2:13])[CH2:7]1.[O:18]([CH2:25][C:26](O)=[O:27])[C:19]1[CH:24]=[CH:23][CH:22]=[CH:21][CH:20]=1, predict the reaction product. The product is: [Cl:1][C:2]1[CH:3]=[C:4]([CH:14]=[CH:15][C:16]=1[Cl:17])[CH2:5][N:6]1[CH2:11][CH2:10][O:9][CH:8]([CH2:12][NH:13][C:26](=[O:27])[CH2:25][O:18][C:19]2[CH:24]=[CH:23][CH:22]=[CH:21][CH:20]=2)[CH2:7]1. (2) The product is: [N:10]1([C:2]2[CH:9]=[CH:8][C:5]([C:6]#[N:7])=[CH:4][CH:3]=2)[CH:14]=[CH:13][N:12]=[N:11]1. Given the reactants F[C:2]1[CH:9]=[CH:8][C:5]([C:6]#[N:7])=[CH:4][CH:3]=1.[NH:10]1[CH:14]=[CH:13][N:12]=[N:11]1.C([O-])([O-])=O.[Cs+].[Cs+], predict the reaction product. (3) Given the reactants [O:1]=[C:2]1[N:8]([CH:9]2[CH2:14][CH2:13][N:12]([C:15]([O:17][C@@H:18]([C:34]([OH:36])=[O:35])[CH2:19][C:20]3[CH:25]=[CH:24][C:23]([O:26]CC4C=CC=CC=4)=[CH:22][CH:21]=3)=[O:16])[CH2:11][CH2:10]2)[CH2:7][CH2:6][C:5]2[CH:37]=[CH:38][CH:39]=[CH:40][C:4]=2[NH:3]1.C(N(CC)CC)C, predict the reaction product. The product is: [O:1]=[C:2]1[N:8]([CH:9]2[CH2:14][CH2:13][N:12]([C:15]([O:17][C@@H:18]([C:34]([OH:36])=[O:35])[CH2:19][C:20]3[CH:25]=[CH:24][C:23]([OH:26])=[CH:22][CH:21]=3)=[O:16])[CH2:11][CH2:10]2)[CH2:7][CH2:6][C:5]2[CH:37]=[CH:38][CH:39]=[CH:40][C:4]=2[NH:3]1. (4) Given the reactants [C:1]1([OH:7])[CH:6]=[CH:5][CH:4]=[CH:3][CH:2]=1.C(=O)([O-])[O-].[K+].[K+].[Br:14][CH2:15][CH2:16][CH2:17]Br, predict the reaction product. The product is: [Br:14][CH2:15][CH2:16][CH2:17][O:7][C:1]1[CH:6]=[CH:5][CH:4]=[CH:3][CH:2]=1. (5) Given the reactants O.C1(C)C=CC(S(O)(=O)=O)=CC=1.[Cl-].[N:14]1[CH:19]=[CH:18][C:17]([N+:14]2[CH:19]=[CH:18][CH:17]=[CH:16][CH:15]=2)=[CH:16][CH:15]=1.[N+:26]([C:29]1[CH:30]=[C:31]([CH:33]=[CH:34][CH:35]=1)[NH2:32])([O-:28])=[O:27], predict the reaction product. The product is: [N+:26]([C:29]1[CH:30]=[C:31]([NH:32][C:17]2[CH:18]=[CH:19][N:14]=[CH:15][CH:16]=2)[CH:33]=[CH:34][CH:35]=1)([O-:28])=[O:27].